From a dataset of Catalyst prediction with 721,799 reactions and 888 catalyst types from USPTO. Predict which catalyst facilitates the given reaction. (1) Reactant: [C:1]([C:4]1[CH:14]=[C:13]([F:15])[CH:12]=[CH:11][C:5]=1[O:6][CH2:7]C(O)=O)(=O)[CH3:2].C([O-])(=O)C.[Na+].O. Product: [F:15][C:13]1[CH:12]=[CH:11][C:5]2[O:6][CH:7]=[C:1]([CH3:2])[C:4]=2[CH:14]=1. The catalyst class is: 152. (2) Reactant: [NH2:1][C@H:2]1[CH2:7][CH2:6][C@H:5]([NH:8][C:9](=[O:15])OC(C)(C)C)[CH2:4][CH2:3]1.[C:16](OC(=O)C)(=O)C.[ClH:23].O1CCOCC1. Product: [ClH:23].[NH2:1][C@H:2]1[CH2:7][CH2:6][C@H:5]([NH:8][C:9](=[O:15])[CH3:16])[CH2:4][CH2:3]1. The catalyst class is: 2. (3) Reactant: C(OC([NH:8][CH2:9][C@H:10]1[CH2:15][CH2:14][C@H:13]([C:16]([NH:18][C@H:19]([C:50](=[O:68])[NH:51][C:52]2[CH:67]=[CH:66][C:55]3[NH:56][C:57]([C:59]([F:65])([F:64])[C:60]([F:63])([F:62])[F:61])=[N:58][C:54]=3[CH:53]=2)[CH2:20][C:21]2[CH:26]=[CH:25][C:24]([C:27]3[CH:32]=[CH:31][C:30]([C:33]([NH:35][CH:36]4[CH2:41][CH2:40][N:39](C(OC(C)(C)C)=O)[CH2:38][CH2:37]4)=[O:34])=[CH:29][C:28]=3[CH3:49])=[CH:23][CH:22]=2)=[O:17])[CH2:12][CH2:11]1)=O)(C)(C)C.[ClH:69]. Product: [ClH:69].[NH2:8][CH2:9][C@H:10]1[CH2:11][CH2:12][C@H:13]([C:16]([NH:18][C@H:19]([C:50](=[O:68])[NH:51][C:52]2[CH:67]=[CH:66][C:55]3[NH:56][C:57]([C:59]([F:64])([F:65])[C:60]([F:61])([F:62])[F:63])=[N:58][C:54]=3[CH:53]=2)[CH2:20][C:21]2[CH:26]=[CH:25][C:24]([C:27]3[CH:32]=[CH:31][C:30]([C:33]([NH:35][CH:36]4[CH2:41][CH2:40][NH:39][CH2:38][CH2:37]4)=[O:34])=[CH:29][C:28]=3[CH3:49])=[CH:23][CH:22]=2)=[O:17])[CH2:14][CH2:15]1. The catalyst class is: 12. (4) The catalyst class is: 44. Product: [Cl:40][C:28]1[CH:27]=[CH:26][C:25]([C:5]2[C:6]([C@@H:8]([NH:18][C:19](=[O:24])[C:20]([F:21])([F:22])[F:23])[CH2:9][C:10]3[CH:15]=[C:14]([F:16])[CH:13]=[C:12]([F:17])[CH:11]=3)=[N:7][C:2]([N:42]([CH2:43][CH2:44][OH:45])[CH3:41])=[CH:3][CH:4]=2)=[C:33]2[C:29]=1[C:30]([NH:35][S:36]([CH3:39])(=[O:37])=[O:38])=[N:31][N:32]2[CH3:34]. Reactant: Cl[C:2]1[N:7]=[C:6]([C@@H:8]([NH:18][C:19](=[O:24])[C:20]([F:23])([F:22])[F:21])[CH2:9][C:10]2[CH:15]=[C:14]([F:16])[CH:13]=[C:12]([F:17])[CH:11]=2)[C:5]([C:25]2[CH:26]=[CH:27][C:28]([Cl:40])=[C:29]3[C:33]=2[N:32]([CH3:34])[N:31]=[C:30]3[NH:35][S:36]([CH3:39])(=[O:38])=[O:37])=[CH:4][CH:3]=1.[CH3:41][NH:42][CH2:43][CH2:44][OH:45]. (5) Reactant: C([O:4][CH2:5][CH2:6][N:7]1[CH2:12][CH2:11][N:10]([C:13]2[CH:18]=[C:17]([CH2:19][CH2:20][CH3:21])[C:16]([C:22]([O:31][CH2:32][C:33]3[CH:38]=[CH:37][C:36]([O:39][CH3:40])=[CH:35][CH:34]=3)([C:27]([F:30])([F:29])[F:28])[C:23]([F:26])([F:25])[F:24])=[CH:15][N:14]=2)[CH2:9][CH2:8]1)(=O)C.C(=O)([O-])[O-].[K+].[K+]. Product: [F:25][C:23]([F:24])([F:26])[C:22]([C:16]1[C:17]([CH2:19][CH2:20][CH3:21])=[CH:18][C:13]([N:10]2[CH2:11][CH2:12][N:7]([CH2:6][CH2:5][OH:4])[CH2:8][CH2:9]2)=[N:14][CH:15]=1)([O:31][CH2:32][C:33]1[CH:34]=[CH:35][C:36]([O:39][CH3:40])=[CH:37][CH:38]=1)[C:27]([F:30])([F:29])[F:28]. The catalyst class is: 5. (6) Reactant: [O:1]=[C:2]1[NH:6][C@H:5]([C:7]2[CH:12]=[CH:11][CH:10]=[C:9]([C:13]#[C:14][C:15]3[CH:20]=[CH:19][CH:18]=[CH:17][CH:16]=3)[CH:8]=2)[C@@H:4]([C:21](Cl)=[O:22])[O:3]1.[OH-].[NH4+:25]. Product: [O:1]=[C:2]1[NH:6][C@H:5]([C:7]2[CH:12]=[CH:11][CH:10]=[C:9]([C:13]#[C:14][C:15]3[CH:20]=[CH:19][CH:18]=[CH:17][CH:16]=3)[CH:8]=2)[C@@H:4]([C:21]([NH2:25])=[O:22])[O:3]1. The catalyst class is: 7. (7) Reactant: [C:1]1([C:7]2[NH:8][CH:9]=[CH:10][N:11]=2)[CH:6]=[CH:5][CH:4]=[CH:3][CH:2]=1.[H-].[Na+].[CH3:14]I. Product: [CH3:14][N:11]1[CH:10]=[CH:9][N:8]=[C:7]1[C:1]1[CH:2]=[CH:3][CH:4]=[CH:5][CH:6]=1. The catalyst class is: 1.